Task: Predict the reactants needed to synthesize the given product.. Dataset: Full USPTO retrosynthesis dataset with 1.9M reactions from patents (1976-2016) (1) Given the product [CH3:1][S:2]([C:5]1[CH:10]=[CH:9][CH:8]=[CH:7][C:6]=1[C:11]1[CH:16]=[CH:15][C:14]([N:17]2[CH2:22][CH2:21][C:20]3[C:23]([C:37]([F:40])([F:39])[F:38])=[N:24][N:25]([C:26]4[CH:34]=[CH:33][C:32]([O:35][CH3:36])=[CH:31][C:27]=4[C:28]([NH2:42])=[O:29])[C:19]=3[C:18]2=[O:41])=[CH:13][CH:12]=1)(=[O:4])=[O:3], predict the reactants needed to synthesize it. The reactants are: [CH3:1][S:2]([C:5]1[CH:10]=[CH:9][CH:8]=[CH:7][C:6]=1[C:11]1[CH:16]=[CH:15][C:14]([N:17]2[CH2:22][CH2:21][C:20]3[C:23]([C:37]([F:40])([F:39])[F:38])=[N:24][N:25]([C:26]4[CH:34]=[CH:33][C:32]([O:35][CH3:36])=[CH:31][C:27]=4[C:28](Cl)=[O:29])[C:19]=3[C:18]2=[O:41])=[CH:13][CH:12]=1)(=[O:4])=[O:3].[NH3:42]. (2) The reactants are: Cl.[CH2:2]([O:4][C:5]([CH:7]1[C:12](=[O:13])[CH2:11][CH2:10][N:9]([CH2:14][C:15]2[CH:20]=[CH:19][CH:18]=[CH:17][CH:16]=2)[CH2:8]1)=[O:6])[CH3:3].C1COCC1.N(C1C=CC=CC=1)([S:27]([C:30]([F:33])([F:32])[F:31])(=[O:29])=[O:28])[S:27]([C:30]([F:33])([F:32])[F:31])(=[O:29])=[O:28]. Given the product [CH2:2]([O:4][C:5]([C:7]1[CH2:8][N:9]([CH2:14][C:15]2[CH:16]=[CH:17][CH:18]=[CH:19][CH:20]=2)[CH2:10][CH2:11][C:12]=1[O:13][S:27]([C:30]([F:33])([F:32])[F:31])(=[O:29])=[O:28])=[O:6])[CH3:3], predict the reactants needed to synthesize it.